Dataset: Forward reaction prediction with 1.9M reactions from USPTO patents (1976-2016). Task: Predict the product of the given reaction. Given the reactants [C:1]([C:5]1[CH:10]=[CH:9][CH:8]=[CH:7][C:6]=1[N:11]1[CH2:16][CH2:15][N:14]([C:17](=[O:27])[CH2:18][CH:19]2[CH2:24][C:23](=[O:25])[NH:22][C:21](=[O:26])[CH2:20]2)[CH2:13][CH2:12]1)([CH3:4])([CH3:3])[CH3:2].Br[CH2:29][C:30]([O:32][CH3:33])=[O:31].C(=O)([O-])[O-].[K+].[K+].O, predict the reaction product. The product is: [C:1]([C:5]1[CH:10]=[CH:9][CH:8]=[CH:7][C:6]=1[N:11]1[CH2:12][CH2:13][N:14]([C:17](=[O:27])[CH2:18][CH:19]2[CH2:24][C:23](=[O:25])[N:22]([CH2:29][C:30]([O:32][CH3:33])=[O:31])[C:21](=[O:26])[CH2:20]2)[CH2:15][CH2:16]1)([CH3:4])([CH3:2])[CH3:3].